Task: Predict the reactants needed to synthesize the given product.. Dataset: Full USPTO retrosynthesis dataset with 1.9M reactions from patents (1976-2016) (1) Given the product [CH3:15][O:16][C:17]1[CH:25]=[CH:24][C:20]([C:21]([NH:1][C:2]2[CH:10]=[C:9]3[C:5]([C:6]([CH3:14])([CH3:13])[C:7](=[O:12])[N:8]3[CH3:11])=[CH:4][CH:3]=2)=[O:22])=[CH:19][N:18]=1, predict the reactants needed to synthesize it. The reactants are: [NH2:1][C:2]1[CH:10]=[C:9]2[C:5]([C:6]([CH3:14])([CH3:13])[C:7](=[O:12])[N:8]2[CH3:11])=[CH:4][CH:3]=1.[CH3:15][O:16][C:17]1[CH:25]=[CH:24][C:20]([C:21](O)=[O:22])=[CH:19][N:18]=1. (2) Given the product [Cl:1][C:2]1[C:3]2[N:11]([CH2:12][O:13][CH2:14][CH2:15][Si:16]([CH3:17])([CH3:19])[CH3:18])[C:10]([CH3:20])=[C:9]([C:21]([O:27][CH3:26])=[O:22])[C:4]=2[N:5]=[C:6]([CH3:8])[N:7]=1, predict the reactants needed to synthesize it. The reactants are: [Cl:1][C:2]1[C:3]2[N:11]([CH2:12][O:13][CH2:14][CH2:15][Si:16]([CH3:19])([CH3:18])[CH3:17])[C:10]([CH3:20])=[C:9]([CH:21]=[O:22])[C:4]=2[N:5]=[C:6]([CH3:8])[N:7]=1.[C-]#N.[K+].[CH3:26][OH:27]. (3) Given the product [CH:2]([C:3]1[CH:11]=[C:10]2[C:6]([CH:7]=[CH:8][N:9]2[C:12]([O:14][C:15]([CH3:18])([CH3:17])[CH3:16])=[O:13])=[CH:5][CH:4]=1)=[O:1], predict the reactants needed to synthesize it. The reactants are: [OH:1][CH2:2][C:3]1[CH:11]=[C:10]2[C:6]([CH:7]=[CH:8][N:9]2[C:12]([O:14][C:15]([CH3:18])([CH3:17])[CH3:16])=[O:13])=[CH:5][CH:4]=1.I(C1C=CC=CC=1C(O)=O)(=O)=O.O. (4) Given the product [NH2:12][C:8]1[CH:7]=[C:6]([N:13]2[CH2:18][CH2:17][N:16]([C:27]([NH:26][C:23]3[CH:24]=[CH:25][C:20]([CH3:19])=[CH:21][CH:22]=3)=[O:28])[CH2:15][CH2:14]2)[C:5]2[C:10](=[CH:11][C:2]([Cl:1])=[CH:3][CH:4]=2)[N:9]=1, predict the reactants needed to synthesize it. The reactants are: [Cl:1][C:2]1[CH:11]=[C:10]2[C:5]([C:6]([N:13]3[CH2:18][CH2:17][NH:16][CH2:15][CH2:14]3)=[CH:7][C:8]([NH2:12])=[N:9]2)=[CH:4][CH:3]=1.[CH3:19][C:20]1[CH:25]=[CH:24][C:23]([N:26]=[C:27]=[O:28])=[CH:22][CH:21]=1.C(N(C(C)C)CC)(C)C.